This data is from Catalyst prediction with 721,799 reactions and 888 catalyst types from USPTO. The task is: Predict which catalyst facilitates the given reaction. (1) Reactant: [CH:1]1[C:9]2[C:8]3[CH:10]=[CH:11][CH:12]=[CH:13][C:7]=3[O:6][C:5]=2[CH:4]=[CH:3][C:2]=1[CH:14]=O.[CH3:16][C:17]([S:20]([NH2:22])=[O:21])([CH3:19])[CH3:18].CCOC(C)=O. Product: [CH:1]1[C:9]2[C:8]3[CH:10]=[CH:11][CH:12]=[CH:13][C:7]=3[O:6][C:5]=2[CH:4]=[CH:3][C:2]=1[CH:14]=[N:22][S:20]([C:17]([CH3:19])([CH3:18])[CH3:16])=[O:21]. The catalyst class is: 220. (2) Reactant: [Br:1][C:2]1[C:3]([N:9](O)/[CH:10]=[N:11]/[H])=[N:4][CH:5]=[C:6]([I:8])[CH:7]=1.FC(F)(F)C(OC(=O)C(F)(F)F)=O.C(=O)(O)[O-].[Na+]. Product: [Br:1][C:2]1[C:3]2[N:4]([N:11]=[CH:10][N:9]=2)[CH:5]=[C:6]([I:8])[CH:7]=1. The catalyst class is: 1. (3) Reactant: C(=O)([O-])[O-].[K+].[K+].[I:7][C:8]1[CH:13]=[CH:12][C:11]([OH:14])=[CH:10][CH:9]=1.Br[CH2:16][CH2:17][CH2:18][Cl:19]. Product: [Cl:19][CH2:18][CH2:17][CH2:16][O:14][C:11]1[CH:12]=[CH:13][C:8]([I:7])=[CH:9][CH:10]=1. The catalyst class is: 21. (4) Reactant: [CH3:1][O:2][C:3]1[CH:19]=[CH:18][C:6]([CH2:7][N:8]2[CH:12]=[C:11]([C:13]([O:15]CC)=[O:14])[N:10]=[N:9]2)=[CH:5][CH:4]=1.O[Li].O. Product: [CH3:1][O:2][C:3]1[CH:4]=[CH:5][C:6]([CH2:7][N:8]2[CH:12]=[C:11]([C:13]([OH:15])=[O:14])[N:10]=[N:9]2)=[CH:18][CH:19]=1. The catalyst class is: 24. (5) Reactant: Cl[C:2]1[CH:11]=[CH:10][C:9]2[C:4](=[CH:5][CH:6]=[C:7]([OH:12])[CH:8]=2)[N:3]=1.[C:13]([C:15]1[CH:20]=[CH:19][C:18](B(O)O)=[CH:17][CH:16]=1)#[N:14].O1CCOCC1.O. Product: [OH:12][C:7]1[CH:8]=[C:9]2[C:4](=[CH:5][CH:6]=1)[N:3]=[C:2]([C:18]1[CH:19]=[CH:20][C:15]([C:13]#[N:14])=[CH:16][CH:17]=1)[CH:11]=[CH:10]2. The catalyst class is: 25. (6) Reactant: ClC1C=CC=C(C(OO)=[O:9])C=1.[CH:12]1([CH2:15][N:16]([CH2:38][CH:39]2[CH2:41][CH2:40]2)[C:17]2[C:18]([S:36][CH3:37])=[N:19][N:20]3[C:25]([C:26]4[C:31]([CH3:32])=[CH:30][C:29]([CH3:33])=[CH:28][C:27]=4[O:34][CH3:35])=[CH:24][CH:23]=[CH:22][C:21]=23)[CH2:14][CH2:13]1.O.C(OCC)(=O)C. Product: [CH:12]1([CH2:15][N:16]([CH2:38][CH:39]2[CH2:41][CH2:40]2)[C:17]2[C:18]([S:36]([CH3:37])=[O:9])=[N:19][N:20]3[C:25]([C:26]4[C:31]([CH3:32])=[CH:30][C:29]([CH3:33])=[CH:28][C:27]=4[O:34][CH3:35])=[CH:24][CH:23]=[CH:22][C:21]=23)[CH2:13][CH2:14]1. The catalyst class is: 4. (7) Reactant: [N+:1]([C:4]1[C:12]([N+:13]([O-])=O)=[CH:11][C:7]2[O:8][CH2:9][O:10][C:6]=2[CH:5]=1)([O-:3])=[O:2]. Product: [N+:1]([C:4]1[C:12]([NH2:13])=[CH:11][C:7]2[O:8][CH2:9][O:10][C:6]=2[CH:5]=1)([O-:3])=[O:2]. The catalyst class is: 15. (8) Reactant: [C:1]([C:4]1[C:5]([C:24]([C:26]2[CH:27]=[C:28]([CH:31]=[C:32]([CH3:34])[CH:33]=2)[C:29]#[N:30])=[O:25])=[N:6][C:7]([O:17]CC[Si](C)(C)C)=[N:8][C:9]=1[O:10]CC[Si](C)(C)C)([CH3:3])=[CH2:2].C(O)(C(F)(F)F)=O. Product: [C:1]([C:4]1[C:9](=[O:10])[NH:8][C:7](=[O:17])[NH:6][C:5]=1[C:24]([C:26]1[CH:27]=[C:28]([CH:31]=[C:32]([CH3:34])[CH:33]=1)[C:29]#[N:30])=[O:25])([CH3:3])=[CH2:2]. The catalyst class is: 4. (9) Reactant: CN(C=O)C.[CH3:6][O:7][C:8]([CH2:10]P(OC)(OC)=O)=[O:9].[H-].[Na+].[CH2:19]1[O:29][C:22]2([CH2:27][CH2:26][C:25](=O)[CH2:24][CH2:23]2)[O:21][CH2:20]1. Product: [CH3:6][O:7][C:8](=[O:9])[CH:10]=[C:25]1[CH2:26][CH2:27][C:22]2([O:29][CH2:19][CH2:20][O:21]2)[CH2:23][CH2:24]1. The catalyst class is: 775. (10) Reactant: Br[C:2]1[CH:11]=[CH:10][C:9]2[C:4](=[CH:5][C:6]([O:12][Si:13]([C:16]([CH3:19])([CH3:18])[CH3:17])([CH3:15])[CH3:14])=[CH:7][CH:8]=2)[CH:3]=1.C([Li])CCC.[I:25]I.C(OCC)(=O)C. Product: [CH3:17][C:16]([Si:13]([CH3:15])([CH3:14])[O:12][C:6]1[CH:7]=[CH:8][C:9]2[C:4](=[CH:3][C:2]([I:25])=[CH:11][CH:10]=2)[CH:5]=1)([CH3:19])[CH3:18]. The catalyst class is: 30.